From a dataset of Catalyst prediction with 721,799 reactions and 888 catalyst types from USPTO. Predict which catalyst facilitates the given reaction. (1) Reactant: [CH3:1][NH:2][CH2:3][CH2:4][N:5]1[C:10](=[O:11])[CH:9]=[CH:8][C:7]([C:12]2[S:13][CH:14]=[C:15]([CH3:17])[CH:16]=2)=[N:6]1.Cl[C:19]1[CH:20]=[CH:21][N:22]=[C:23]2[C:28]=1[N:27]=[CH:26][C:25]([O:29][CH3:30])=[CH:24]2. Product: [CH3:30][O:29][C:25]1[CH:24]=[C:23]2[C:28]([C:19]([N:2]([CH3:1])[CH2:3][CH2:4][N:5]3[C:10](=[O:11])[CH:9]=[CH:8][C:7]([C:12]4[S:13][CH:14]=[C:15]([CH3:17])[CH:16]=4)=[N:6]3)=[CH:20][CH:21]=[N:22]2)=[N:27][CH:26]=1. The catalyst class is: 41. (2) Product: [Br:4][C:5]1[CH:13]=[C:12]2[C:29](=[CH:30][CH:31]=1)[C:33](=[O:32])[N:27]([CH2:21][C:20]1[CH:23]=[CH:24][C:17]([O:16][CH3:15])=[CH:18][CH:19]=1)[C:11]2([CH3:7])[CH3:10]. The catalyst class is: 39. Reactant: [H-].[Na+].[I-].[Br:4][C:5]1C=[C:7]2[C:11](=[CH:12][CH:13]=1)[C:10](=O)NC2.[CH3:15][O:16][C:17]1[CH:24]=[CH:23][C:20]([CH2:21]Br)=[CH:19][CH:18]=1.IC.[NH4+:27].[Cl-].[CH2:29]1[CH2:33][O:32][CH2:31][CH2:30]1. (3) Product: [Cl:10][C:3]1[CH:4]=[C:5]([CH:8]=[CH:9][C:2]=1[N:1]([CH2:6][C:5]1[CH:8]=[CH:9][CH:2]=[CH:3][CH:4]=1)[CH2:11][C:12]1[CH:17]=[CH:16][CH:15]=[CH:14][CH:13]=1)[C:6]#[N:7]. Reactant: [NH2:1][C:2]1[CH:9]=[CH:8][C:5]([C:6]#[N:7])=[CH:4][C:3]=1[Cl:10].[CH2:11](Br)[C:12]1[CH:17]=[CH:16][CH:15]=[CH:14][CH:13]=1.[H-].[Na+]. The catalyst class is: 3. (4) Reactant: [NH:1]1[C:5]2=[N:6][CH:7]=[CH:8][CH:9]=[C:4]2[C:3]([C:10]2[N:15]=[C:14]([NH2:16])[C:13]([C:17]3[CH:22]=[CH:21][N:20]=[CH:19][CH:18]=3)=[CH:12][N:11]=2)=[N:2]1.C(=O)([O-])[O-].[Cs+].[Cs+].[CH:29]1([CH2:35]Br)[CH2:34][CH2:33][CH2:32][CH2:31][CH2:30]1.O. Product: [CH:29]1([CH2:35][N:1]2[C:5]3=[N:6][CH:7]=[CH:8][CH:9]=[C:4]3[C:3]([C:10]3[N:15]=[C:14]([NH2:16])[C:13]([C:17]4[CH:18]=[CH:19][N:20]=[CH:21][CH:22]=4)=[CH:12][N:11]=3)=[N:2]2)[CH2:34][CH2:33][CH2:32][CH2:31][CH2:30]1. The catalyst class is: 3.